Dataset: Reaction yield outcomes from USPTO patents with 853,638 reactions. Task: Predict the reaction yield, written as a fraction of the theoretical maximum amount of product (1.0 means a 100% yield; for example, 0.34 means a 34% yield). (1) The reactants are [F:1][C:2]1([F:16])[CH2:7][CH2:6][CH:5]([C:8]([CH3:15])([CH3:14])[C:9]([O:11]CC)=[O:10])[CH2:4][CH2:3]1.[OH-].[Na+]. The catalyst is C(O)C.O. The product is [F:1][C:2]1([F:16])[CH2:3][CH2:4][CH:5]([C:8]([CH3:14])([CH3:15])[C:9]([OH:11])=[O:10])[CH2:6][CH2:7]1. The yield is 0.680. (2) The reactants are [NH2:1][C:2]1[N:7]=[CH:6][N:5]=[C:4]2[N:8]([C@@H:12]3[CH2:17][CH2:16][CH2:15][N:14]([C:18]([O:20][C:21]([CH3:24])([CH3:23])[CH3:22])=[O:19])[CH2:13]3)[N:9]=[C:10](I)[C:3]=12.[Cl-].B([C:29]1[CH:34]=[CH:33][C:32]([NH3+:35])=[CH:31][CH:30]=1)(O)O.COCCOC.C(=O)([O-])[O-].[Na+].[Na+]. The catalyst is C1C=CC([P]([Pd]([P](C2C=CC=CC=2)(C2C=CC=CC=2)C2C=CC=CC=2)([P](C2C=CC=CC=2)(C2C=CC=CC=2)C2C=CC=CC=2)[P](C2C=CC=CC=2)(C2C=CC=CC=2)C2C=CC=CC=2)(C2C=CC=CC=2)C2C=CC=CC=2)=CC=1.O. The product is [NH2:1][C:2]1[N:7]=[CH:6][N:5]=[C:4]2[N:8]([C@@H:12]3[CH2:17][CH2:16][CH2:15][N:14]([C:18]([O:20][C:21]([CH3:24])([CH3:23])[CH3:22])=[O:19])[CH2:13]3)[N:9]=[C:10]([C:29]3[CH:34]=[CH:33][C:32]([NH2:35])=[CH:31][CH:30]=3)[C:3]=12. The yield is 0.810. (3) The reactants are [Br:1][C:2]1[C:3]([F:19])=[CH:4][C:5]2[O:14][CH2:13][CH2:12][N:11]3[C:7](=[N:8][C:9]([C:15]([NH2:17])=[O:16])=[CH:10]3)[C:6]=2[CH:18]=1.C1C(=O)N([I:27])C(=O)C1. The catalyst is CS(C)=O. The product is [Br:1][C:2]1[C:3]([F:19])=[CH:4][C:5]2[O:14][CH2:13][CH2:12][N:11]3[C:7](=[N:8][C:9]([C:15]([NH2:17])=[O:16])=[C:10]3[I:27])[C:6]=2[CH:18]=1. The yield is 0.470.